Dataset: Reaction yield outcomes from USPTO patents with 853,638 reactions. Task: Predict the reaction yield, written as a fraction of the theoretical maximum amount of product (1.0 means a 100% yield; for example, 0.34 means a 34% yield). The reactants are [NH2:1][C:2]1[CH:10]=[C:6]([C:7]([OH:9])=[O:8])[C:5]([OH:11])=[CH:4][CH:3]=1.[F:12][C:13]([F:23])([F:22])[C:14]1[CH:21]=[CH:20][C:17]([CH2:18]Cl)=[CH:16][CH:15]=1. No catalyst specified. The product is [F:12][C:13]([F:22])([F:23])[C:14]1[CH:21]=[CH:20][C:17]([CH2:18][NH:1][C:2]2[CH:10]=[C:6]([C:7]([OH:9])=[O:8])[C:5]([OH:11])=[CH:4][CH:3]=2)=[CH:16][CH:15]=1. The yield is 0.500.